Dataset: Forward reaction prediction with 1.9M reactions from USPTO patents (1976-2016). Task: Predict the product of the given reaction. (1) Given the reactants CC(N[C@H:5]1[CH:10]([OH:11])[O:9][C@H:8]([CH2:12]O)[C@H:7]([OH:14])[C@@H:6]1[OH:15])=O.[OH:16]C1O[C@H](CO)[C@@H](O)[C@H](O)[C@H]1NC(C)=O, predict the reaction product. The product is: [OH:11][CH:10]1[O:9][C@@H:8]([CH3:12])[C@@H:7]([OH:14])[C@@H:6]([OH:15])[C@@H:5]1[OH:16]. (2) Given the reactants [C:1]([C:5]1[CH:6]=[C:7]([NH:26][C:27](=[O:57])[NH:28][CH2:29][C:30]2[CH:56]=[CH:55][CH:54]=[CH:53][C:31]=2[CH2:32][O:33][C:34]2[CH:39]=[C:38]([CH3:40])[N:37]([C:41]3[CH:42]=[C:43]([CH:47]=[CH:48][C:49]=3[CH3:50])[C:44]([OH:46])=O)[C:36](=[O:51])[C:35]=2[Cl:52])[N:8]([C:10]2[CH:15]=[CH:14][CH:13]=[C:12]([O:16][CH2:17][CH2:18][O:19][CH:20]3[CH2:25][CH2:24][CH2:23][CH2:22][O:21]3)[CH:11]=2)[N:9]=1)([CH3:4])([CH3:3])[CH3:2].CNCCNC.[CH:64]1[N:68]=[CH:67][N:66]([C:69](N2C=NC=C2)=O)[CH:65]=1, predict the reaction product. The product is: [C:1]([C:5]1[CH:6]=[C:7]([NH:26][C:27](=[O:57])[NH:28][CH2:29][C:30]2[CH:56]=[CH:55][CH:54]=[CH:53][C:31]=2[CH2:32][O:33][C:34]2[CH:39]=[C:38]([CH3:40])[N:37]([C:41]3[CH:42]=[C:43]([CH:47]=[CH:48][C:49]=3[CH3:50])[C:44]([NH:68][CH2:64][CH2:65][N:66]([CH3:69])[CH3:67])=[O:46])[C:36](=[O:51])[C:35]=2[Cl:52])[N:8]([C:10]2[CH:15]=[CH:14][CH:13]=[C:12]([O:16][CH2:17][CH2:18][O:19][CH:20]3[CH2:25][CH2:24][CH2:23][CH2:22][O:21]3)[CH:11]=2)[N:9]=1)([CH3:4])([CH3:3])[CH3:2]. (3) Given the reactants Cl[C:2]1[C:7]2[N:8]=[CH:9][N:10]([CH3:11])[C:6]=2[CH:5]=[C:4]([Cl:12])[N:3]=1.[CH3:13][O:14][C:15]1[CH:22]=[C:21]([O:23][CH3:24])[CH:20]=[CH:19][C:16]=1[CH2:17][NH2:18], predict the reaction product. The product is: [Cl:12][C:4]1[N:3]=[C:2]([NH:18][CH2:17][C:16]2[CH:19]=[CH:20][C:21]([O:23][CH3:24])=[CH:22][C:15]=2[O:14][CH3:13])[C:7]2[N:8]=[CH:9][N:10]([CH3:11])[C:6]=2[CH:5]=1. (4) Given the reactants OC[CH:3]1[CH:7]2[O:8][C:9]([CH3:12])([CH3:11])[O:10][CH:6]2[CH:5]([N:13]2[CH:21]=[N:20][C:19]3[C:14]2=[N:15][CH:16]=[N:17][C:18]=3[NH:22][C:23]([NH:25][C:26]2[CH:31]=[CH:30][CH:29]=[CH:28][CH:27]=2)=[O:24])[O:4]1.[C:32]([O:35][CH2:36]C)(=[O:34])[CH3:33].[CH3:38]S(C)=O, predict the reaction product. The product is: [CH3:36][O:35][C:32](=[O:34])[CH:33]=[CH:38][CH:3]1[CH:7]2[CH:6]([O:10][C:9]([CH3:11])([CH3:12])[O:8]2)[CH:5]([N:13]2[CH:21]=[N:20][C:19]3[C:14]2=[N:15][CH:16]=[N:17][C:18]=3[NH:22][C:23]([NH:25][C:26]2[CH:27]=[CH:28][CH:29]=[CH:30][CH:31]=2)=[O:24])[O:4]1.